Task: Predict the reaction yield, written as a fraction of the theoretical maximum amount of product (1.0 means a 100% yield; for example, 0.34 means a 34% yield).. Dataset: Reaction yield outcomes from USPTO patents with 853,638 reactions (1) The reactants are Cl.Cl.[NH2:3][C:4]1[N:9]=[CH:8][N:7]=[C:6]2[N:10]([CH:16]([C:18]3[C:19]([O:31][CH3:32])=[C:20]([CH:27]4[CH2:30][NH:29][CH2:28]4)[C:21]([CH3:26])=[C:22]([CH:25]=3)[C:23]#[N:24])[CH3:17])[N:11]=[C:12]([CH:13]([F:15])[F:14])[C:5]=12.Br[CH2:34][CH:35]([F:37])[F:36].C(N(CC)CC)C. The catalyst is CN(C)C=O.CO. The product is [NH2:3][C:4]1[N:9]=[CH:8][N:7]=[C:6]2[N:10]([CH:16]([C:18]3[C:19]([O:31][CH3:32])=[C:20]([CH:27]4[CH2:30][N:29]([CH2:34][CH:35]([F:37])[F:36])[CH2:28]4)[C:21]([CH3:26])=[C:22]([CH:25]=3)[C:23]#[N:24])[CH3:17])[N:11]=[C:12]([CH:13]([F:14])[F:15])[C:5]=12. The yield is 0.160. (2) The reactants are [CH2:1]([O:3][C:4](=[O:26])[CH2:5][N:6]1[C:14]2[CH2:13][CH2:12][CH2:11][C@@H:10]([NH:15]C(OCC3C=CC=CC=3)=O)[C:9]=2[CH:8]=[N:7]1)[CH3:2]. The catalyst is C(O)C.[Pd]. The product is [CH2:1]([O:3][C:4](=[O:26])[CH2:5][N:6]1[C:14]2[CH2:13][CH2:12][CH2:11][C@@H:10]([NH2:15])[C:9]=2[CH:8]=[N:7]1)[CH3:2]. The yield is 0.990. (3) The reactants are [C:1]([C:4]1[CH:5]=[C:6](C(OC)=O)[C:7]([C:10]2[CH:15]=[CH:14][C:13]([O:16][CH3:17])=[CH:12][C:11]=2[O:18][CH3:19])=[CH:8][CH:9]=1)(=[O:3])C.[Li+].CC([N-][CH:29]([CH3:31])[CH3:30])C.[CH3:32]I.[C:34]([O-:37])(O)=[O:35].[Na+]. The catalyst is COCCOC. The product is [CH3:19][O:18][C:11]1[CH:12]=[C:13]([O:16][CH3:17])[CH:14]=[CH:15][C:10]=1[C:7]1[C:8]([C:34]([O:37][CH3:32])=[O:35])=[CH:9][C:4]([C:1](=[O:3])[CH:29]([CH3:30])[CH3:31])=[CH:5][CH:6]=1. The yield is 0.240.